From a dataset of Forward reaction prediction with 1.9M reactions from USPTO patents (1976-2016). Predict the product of the given reaction. Given the reactants [OH:1][C:2]1[CH:3]=[C:4]2[C:9](=[CH:10][CH:11]=1)[CH:8]=[C:7]([C:12]([OH:14])=O)[CH:6]=[CH:5]2.[CH3:15][NH:16][CH2:17][C:18]1[CH:23]=[CH:22][CH:21]=[CH:20][CH:19]=1, predict the reaction product. The product is: [CH2:17]([N:16]([CH3:15])[C:12]([C:7]1[CH:6]=[CH:5][C:4]2[C:9](=[CH:10][CH:11]=[C:2]([OH:1])[CH:3]=2)[CH:8]=1)=[O:14])[C:18]1[CH:23]=[CH:22][CH:21]=[CH:20][CH:19]=1.